Dataset: NCI-60 drug combinations with 297,098 pairs across 59 cell lines. Task: Regression. Given two drug SMILES strings and cell line genomic features, predict the synergy score measuring deviation from expected non-interaction effect. (1) Drug 1: CC12CCC(CC1=CCC3C2CCC4(C3CC=C4C5=CN=CC=C5)C)O. Drug 2: C(CN)CNCCSP(=O)(O)O. Cell line: UACC-257. Synergy scores: CSS=3.63, Synergy_ZIP=2.07, Synergy_Bliss=0.949, Synergy_Loewe=0.314, Synergy_HSA=0.156. (2) Drug 1: C1CN1C2=NC(=NC(=N2)N3CC3)N4CC4. Drug 2: CCC1(C2=C(COC1=O)C(=O)N3CC4=CC5=C(C=CC(=C5CN(C)C)O)N=C4C3=C2)O.Cl. Cell line: SF-268. Synergy scores: CSS=46.9, Synergy_ZIP=-6.96, Synergy_Bliss=-3.72, Synergy_Loewe=0.511, Synergy_HSA=2.67. (3) Drug 1: CN(C)C1=NC(=NC(=N1)N(C)C)N(C)C. Drug 2: CC1CCC2CC(C(=CC=CC=CC(CC(C(=O)C(C(C(=CC(C(=O)CC(OC(=O)C3CCCCN3C(=O)C(=O)C1(O2)O)C(C)CC4CCC(C(C4)OC)OCCO)C)C)O)OC)C)C)C)OC. Cell line: OVCAR-4. Synergy scores: CSS=19.9, Synergy_ZIP=1.82, Synergy_Bliss=1.72, Synergy_Loewe=-18.7, Synergy_HSA=-1.02. (4) Cell line: PC-3. Drug 2: C(CN)CNCCSP(=O)(O)O. Synergy scores: CSS=27.5, Synergy_ZIP=-0.158, Synergy_Bliss=0.225, Synergy_Loewe=0.377, Synergy_HSA=-0.249. Drug 1: CC1C(C(CC(O1)OC2CC(OC(C2O)C)OC3=CC4=CC5=C(C(=O)C(C(C5)C(C(=O)C(C(C)O)O)OC)OC6CC(C(C(O6)C)O)OC7CC(C(C(O7)C)O)OC8CC(C(C(O8)C)O)(C)O)C(=C4C(=C3C)O)O)O)O. (5) Drug 2: C1CN(CCN1C(=O)CCBr)C(=O)CCBr. Drug 1: CC(CN1CC(=O)NC(=O)C1)N2CC(=O)NC(=O)C2. Synergy scores: CSS=49.1, Synergy_ZIP=-4.69, Synergy_Bliss=-0.436, Synergy_Loewe=-1.60, Synergy_HSA=0.624. Cell line: ACHN. (6) Drug 1: C1C(C(OC1N2C=NC3=C(N=C(N=C32)Cl)N)CO)O. Drug 2: C1=NC2=C(N=C(N=C2N1C3C(C(C(O3)CO)O)O)F)N. Cell line: OVCAR-4. Synergy scores: CSS=0.587, Synergy_ZIP=-1.11, Synergy_Bliss=2.31, Synergy_Loewe=-0.846, Synergy_HSA=0.201. (7) Drug 1: C(=O)(N)NO. Drug 2: C1=CC=C(C(=C1)C(C2=CC=C(C=C2)Cl)C(Cl)Cl)Cl. Cell line: HCC-2998. Synergy scores: CSS=-6.91, Synergy_ZIP=13.9, Synergy_Bliss=23.1, Synergy_Loewe=-4.57, Synergy_HSA=1.58. (8) Drug 1: C1=C(C(=O)NC(=O)N1)F. Drug 2: CCN(CC)CCCC(C)NC1=C2C=C(C=CC2=NC3=C1C=CC(=C3)Cl)OC. Cell line: OVCAR3. Synergy scores: CSS=63.7, Synergy_ZIP=-2.83, Synergy_Bliss=-3.68, Synergy_Loewe=-9.81, Synergy_HSA=-0.758. (9) Drug 1: CC1C(C(CC(O1)OC2CC(CC3=C2C(=C4C(=C3O)C(=O)C5=C(C4=O)C(=CC=C5)OC)O)(C(=O)C)O)N)O.Cl. Drug 2: C(CC(=O)O)C(=O)CN.Cl. Cell line: SK-OV-3. Synergy scores: CSS=4.17, Synergy_ZIP=-7.01, Synergy_Bliss=-4.26, Synergy_Loewe=-11.1, Synergy_HSA=-3.98.